From a dataset of Catalyst prediction with 721,799 reactions and 888 catalyst types from USPTO. Predict which catalyst facilitates the given reaction. (1) Reactant: Cl[C:2]1[C:7]([N+:8]([O-:10])=[O:9])=[CH:6][CH:5]=[C:4]([Cl:11])[N:3]=1.C(N(C(C)C)C(C)C)C.[NH2:21][C:22]1[CH:27]=[CH:26][C:25]([C:28]2([NH:32][C:33](=[O:39])[O:34][C:35]([CH3:38])([CH3:37])[CH3:36])[CH2:31][CH2:30][CH2:29]2)=[CH:24][CH:23]=1. Product: [Cl:11][C:4]1[N:3]=[C:2]([NH:21][C:22]2[CH:27]=[CH:26][C:25]([C:28]3([NH:32][C:33](=[O:39])[O:34][C:35]([CH3:37])([CH3:36])[CH3:38])[CH2:29][CH2:30][CH2:31]3)=[CH:24][CH:23]=2)[C:7]([N+:8]([O-:10])=[O:9])=[CH:6][CH:5]=1. The catalyst class is: 375. (2) Reactant: Cl[C:2]1[C:7]([C:8]#[N:9])=[CH:6][N:5]=[C:4]([NH:10][C:11]([N:13]2[C:22]3[C:17](=[CH:18][CH:19]=[C:20]([CH:23]([O:26][CH3:27])[O:24][CH3:25])[N:21]=3)[CH2:16][CH2:15][CH2:14]2)=[O:12])[CH:3]=1.[F-:28].[K+]. Product: [C:8]([C:7]1[C:2]([F:28])=[CH:3][C:4]([NH:10][C:11]([N:13]2[C:22]3[C:17](=[CH:18][CH:19]=[C:20]([CH:23]([O:26][CH3:27])[O:24][CH3:25])[N:21]=3)[CH2:16][CH2:15][CH2:14]2)=[O:12])=[N:5][CH:6]=1)#[N:9]. The catalyst class is: 197. (3) Reactant: [Br:1][C:2]1[CH:3]=[CH:4][C:5]([N:8]2[C:12]([C:14]([F:17])([F:16])[F:15])(O)[CH2:11][C:10]([C:18]3[O:19][CH:20]=CC=3)=[N:9]2)=[N:6][CH:7]=1.FC(F)(F)C(=O)C=C(C1OC=CC=1)OC.BrC1C=C[C:42]([NH:45][NH2:46])=NC=1.BrC1C=CC(Br)=CN=1.[OH2:55].NN. Product: [Br:1][C:2]1[CH:3]=[CH:4][C:5]([N:8]2[C:12]([C:14]([F:15])([F:16])[F:17])=[CH:11][C:10]([C:18]3[O:19][C:20](=[O:55])[N:45]([CH3:42])[N:46]=3)=[N:9]2)=[N:6][CH:7]=1. The catalyst class is: 146. (4) Reactant: [Cl:1][C:2]1[C:3]([O:10][CH2:11][C:12]([F:15])([F:14])[F:13])=[CH:4]C(C#N)=[N:6][CH:7]=1.[OH-:16].[K+].[CH2:18]([OH:20])[CH3:19]. Product: [Cl:1][C:2]1[C:3]([O:10][CH2:11][C:12]([F:15])([F:14])[F:13])=[CH:4][C:19]([C:18]([OH:16])=[O:20])=[N:6][CH:7]=1. The catalyst class is: 413. (5) Reactant: [O:1]=[C:2]([CH2:8][C:9](=[O:19])[C:10]1[C:15]([CH3:16])=[CH:14][C:13]([CH3:17])=[CH:12][C:11]=1[CH3:18])[C:3]([O:5][CH2:6][CH3:7])=[O:4].Cl.[N:21]([O-])=[O:22].[Na+]. Product: [O:1]=[C:2]([C:8](=[N:21][OH:22])[C:9](=[O:19])[C:10]1[C:11]([CH3:18])=[CH:12][C:13]([CH3:17])=[CH:14][C:15]=1[CH3:16])[C:3]([O:5][CH2:6][CH3:7])=[O:4]. The catalyst class is: 8. (6) Reactant: [CH3:1][C:2]([CH3:7])([CH3:6])[CH2:3][CH:4]=O.[NH2:8][CH2:9][C:10]([CH3:13])([OH:12])[CH3:11].[S-:14][C:15]#[N:16].[K+].II. Product: [C:2]([C:3]1[S:14][C:15](=[NH:16])[N:8]([CH2:9][C:10]([CH3:13])([OH:12])[CH3:11])[CH:4]=1)([CH3:7])([CH3:6])[CH3:1]. The catalyst class is: 10. (7) Reactant: [Br:1][C:2]1[N:3]=[C:4]2[C:10]([N+:11]([O-])=O)=[CH:9][N:8]([C:14]([C:27]3[CH:32]=[CH:31][CH:30]=[CH:29][CH:28]=3)([C:21]3[CH:26]=[CH:25][CH:24]=[CH:23][CH:22]=3)[C:15]3[CH:20]=[CH:19][CH:18]=[CH:17][CH:16]=3)[C:5]2=[N:6][CH:7]=1.[In].Cl. Product: [Br:1][C:2]1[N:3]=[C:4]2[C:10]([NH2:11])=[CH:9][N:8]([C:14]([C:15]3[CH:20]=[CH:19][CH:18]=[CH:17][CH:16]=3)([C:27]3[CH:28]=[CH:29][CH:30]=[CH:31][CH:32]=3)[C:21]3[CH:22]=[CH:23][CH:24]=[CH:25][CH:26]=3)[C:5]2=[N:6][CH:7]=1. The catalyst class is: 30. (8) Reactant: Cl[C:2]1[CH:7]=[C:6]([O:8][C:9]2[CH:14]=[CH:13][CH:12]=[CH:11][CH:10]=2)[N:5]=[CH:4][N:3]=1.[CH3:15][C:16]1[N:17]=[C:18]([NH2:21])[S:19][CH:20]=1.P([O-])([O-])([O-])=O.[K+].[K+].[K+].C1(P(C2C=CC=CC=2)C2C3OC4C(=CC=CC=4P(C4C=CC=CC=4)C4C=CC=CC=4)C(C)(C)C=3C=CC=2)C=CC=CC=1. Product: [CH3:15][C:16]1[N:17]=[C:18]([NH:21][C:2]2[CH:7]=[C:6]([O:8][C:9]3[CH:14]=[CH:13][CH:12]=[CH:11][CH:10]=3)[N:5]=[CH:4][N:3]=2)[S:19][CH:20]=1. The catalyst class is: 882. (9) Reactant: [F:1][C:2]([F:13])([F:12])[C:3]([NH:5][C@@H:6]([CH2:10][CH3:11])[C:7]([OH:9])=O)=[O:4].FC(F)(F)C(N[C@@H](C)C([C:22]1[CH:27]=[C:26]([O:28][CH3:29])[C:25]([Br:30])=[CH:24][C:23]=1[O:31][CH3:32])=O)=O.C(O)(=O)C(O)=O. The catalyst class is: 5. Product: [F:12][C:2]([F:1])([F:13])[C:3]([NH:5][C@@H:6]([CH2:10][CH3:11])[C:7]([C:22]1[CH:27]=[C:26]([O:28][CH3:29])[C:25]([Br:30])=[CH:24][C:23]=1[O:31][CH3:32])=[O:9])=[O:4]. (10) Reactant: [C:1]1([C:7]2[S:11][C:10]([CH:12]=O)=[CH:9][CH:8]=2)[CH:6]=[CH:5][CH:4]=[CH:3][CH:2]=1.C(O)(=O)C.C(OC([N:25]1[CH2:30][CH2:29][NH:28][CH2:27][CH2:26]1)=O)(C)(C)C.[BH-](OC(C)=O)(OC(C)=O)OC(C)=O.[Na+].[Cl:45]CCl. Product: [ClH:45].[ClH:45].[C:1]1([C:7]2[S:11][C:10]([CH2:12][N:25]3[CH2:30][CH2:29][NH:28][CH2:27][CH2:26]3)=[CH:9][CH:8]=2)[CH:6]=[CH:5][CH:4]=[CH:3][CH:2]=1. The catalyst class is: 6.